From a dataset of Forward reaction prediction with 1.9M reactions from USPTO patents (1976-2016). Predict the product of the given reaction. (1) The product is: [Cl:10][C:11]1[CH:16]=[C:15]([OH:17])[CH:14]=[CH:13][C:12]=1[C:19]1[N:23]([CH3:24])[C:22]([C:25]2([C:30]3[S:31][CH:32]=[CH:33][CH:34]=3)[CH2:29][CH2:28][CH2:27][CH2:26]2)=[N:21][N:20]=1. Given the reactants C([S-])C.[Na+].CN(C=O)C.[Cl:10][C:11]1[CH:16]=[C:15]([O:17]C)[CH:14]=[CH:13][C:12]=1[C:19]1[N:23]([CH3:24])[C:22]([C:25]2([C:30]3[S:31][CH:32]=[CH:33][CH:34]=3)[CH2:29][CH2:28][CH2:27][CH2:26]2)=[N:21][N:20]=1, predict the reaction product. (2) Given the reactants [C:1]([C:3]1[CH:8]=[CH:7][C:6]([C:9]2[N:14]=[C:13]([NH:15][CH3:16])[N:12]=[C:11]([N:17]3[C@H:22]([CH3:23])[CH2:21][O:20][C@H:19]([C:24]([NH:26][C:27]4[CH:32]=[CH:31][CH:30]=[CH:29][CH:28]=4)=[O:25])[CH2:18]3)[CH:10]=2)=[CH:5][C:4]=1F)#[N:2].O.[NH2:35][NH2:36], predict the reaction product. The product is: [NH2:2][C:1]1[C:3]2[C:4](=[CH:5][C:6]([C:9]3[N:14]=[C:13]([NH:15][CH3:16])[N:12]=[C:11]([N:17]4[C@H:22]([CH3:23])[CH2:21][O:20][C@H:19]([C:24]([NH:26][C:27]5[CH:32]=[CH:31][CH:30]=[CH:29][CH:28]=5)=[O:25])[CH2:18]4)[CH:10]=3)=[CH:7][CH:8]=2)[NH:36][N:35]=1. (3) The product is: [F:19][C:20]1[CH:27]=[CH:26][C:23]([CH2:28][NH:29][C@@H:6]2[C@@H:5]3[CH2:10][CH2:9][C@@H:8]([C@@H:2]4[C@H:4]3[CH2:3]4)[C@@H:7]2[C:11]([O:13][CH3:14])=[O:12])=[CH:22][CH:21]=1. Given the reactants Cl.[CH3:2][CH2:3][CH2:4][CH2:5][CH2:6][CH:7]([C:11]([OH:13])=[O:12])[CH2:8][CH2:9][CH3:10].[C:14]([O-])(=O)C.[Na+].[F:19][C:20]1[CH:27]=[CH:26][C:23](C=O)=[CH:22][CH:21]=1.[C:28]([BH3-])#[N:29].[Na+].C(=O)(O)[O-].[Na+], predict the reaction product. (4) Given the reactants CN([C:4]([O:8]N1N=NC2C=CC=NC1=2)=[N+:5](C)C)C.F[P-](F)(F)(F)(F)F.[C:25]([OH:31])([C:27]([F:30])([F:29])[F:28])=[O:26].[NH:32]1[CH2:36][CH2:35][CH2:34][C@H:33]1[C:37]1[NH:38][C:39]([C:42]2[S:43][C:44]([C:47]3[S:51][C:50]([C:52]4[NH:56][C:55]([C@@H:57]5[CH2:61][CH2:60][CH2:59][NH:58]5)=[N:54][CH:53]=4)=[N:49][CH:48]=3)=[CH:45][N:46]=2)=[CH:40][N:41]=1.[CH3:62][O:63][C:64]([NH:66][C@@H:67]([CH:71]([CH3:73])[CH3:72])[C:68]([OH:70])=O)=[O:65].CCN([CH:80]([CH3:82])[CH3:81])C(C)C.[CH3:83][OH:84], predict the reaction product. The product is: [F:28][C:27]([F:30])([F:29])[C:25]([O-:31])=[O:26].[CH3:62][O:63][C:64]([NH:66][C@@H:67]([CH:71]([CH3:73])[CH3:72])[C:68]([N:32]1[CH2:36][CH2:35][CH2:34][C@H:33]1[C:37]1[NH:41][CH:40]=[C:39]([C:42]2[S:43][C:44]([C:47]3[S:51][C:50]([C:52]4[N:56]=[C:55]([C@@H:57]5[CH2:61][CH2:60][CH2:59][N:58]5[C:25]([C@@H:27]([NH:5][C:4](=[O:8])[O:84][CH3:83])[CH:80]([CH3:81])[CH3:82])=[O:31])[NH:54][CH:53]=4)=[N:49][CH:48]=3)=[CH:45][N:46]=2)[N:38]=1)=[O:70])=[O:65].